From a dataset of Forward reaction prediction with 1.9M reactions from USPTO patents (1976-2016). Predict the product of the given reaction. Given the reactants [CH2:1]([O:8][C:9]1[CH:10]=[C:11]([CH2:15][C:16](Cl)=[N:17][OH:18])[CH:12]=[CH:13][CH:14]=1)[C:2]1[CH:7]=[CH:6][CH:5]=[CH:4][CH:3]=1.[C:20]([C:22]1[C:23]([NH2:29])=[N:24][C:25]([NH2:28])=[CH:26][CH:27]=1)#[CH:21].C(N(CC)CC)C, predict the reaction product. The product is: [CH2:1]([O:8][C:9]1[CH:10]=[C:11]([CH:12]=[CH:13][CH:14]=1)[CH2:15][C:16]1[CH:21]=[C:20]([C:22]2[C:23]([NH2:29])=[N:24][C:25]([NH2:28])=[CH:26][CH:27]=2)[O:18][N:17]=1)[C:2]1[CH:7]=[CH:6][CH:5]=[CH:4][CH:3]=1.